Dataset: CYP2C19 inhibition data for predicting drug metabolism from PubChem BioAssay. Task: Regression/Classification. Given a drug SMILES string, predict its absorption, distribution, metabolism, or excretion properties. Task type varies by dataset: regression for continuous measurements (e.g., permeability, clearance, half-life) or binary classification for categorical outcomes (e.g., BBB penetration, CYP inhibition). Dataset: cyp2c19_veith. (1) The compound is C=CCNC(=O)c1onc(CSc2cc(C)cc(C)c2)c1C(=O)O. The result is 1 (inhibitor). (2) The drug is COc1cccc(Nc2ncc3nc(C)c(=O)n(C4CC4)c3n2)c1. The result is 0 (non-inhibitor). (3) The result is 0 (non-inhibitor). The molecule is Cc1cnc(CNc2cc(-c3ccccc3Cl)ncn2)cn1. (4) The molecule is COc1cccc(-c2cncnc2N(C)Cc2ccco2)c1. The result is 1 (inhibitor). (5) The compound is NCCc1cnc[nH]1. The result is 0 (non-inhibitor). (6) The molecule is O=c1c2ccccc2c(-c2ccccc2)nn1Cc1ccc(Cl)cc1. The result is 1 (inhibitor). (7) The compound is Cc1ccc(C)c(N2CCN(C(=O)c3ccc4nc(-c5ccco5)c(-c5ccco5)nc4c3)CC2)c1. The result is 1 (inhibitor).